Task: Predict which catalyst facilitates the given reaction.. Dataset: Catalyst prediction with 721,799 reactions and 888 catalyst types from USPTO (1) Reactant: [CH2:1]([O:4][C:5]1[N:10]=[C:9]([C:11]([OH:13])=[O:12])[CH:8]=[N:7][C:6]=1[N:14]1[CH2:18][CH2:17][CH2:16][CH2:15]1)[CH2:2][CH3:3].[CH3:19]OC(C1C=NC(Cl)=C(Br)N=1)=O.N1CCCC1.[OH-].[K+]. Product: [CH2:1]([O:4][C:5]1[N:10]=[C:9]([C:11]([OH:13])=[O:12])[CH:8]=[N:7][C:6]=1[N:14]1[CH2:18][CH2:17][CH2:16][CH2:15]1)[CH2:2][CH2:3][CH3:19]. The catalyst class is: 51. (2) Reactant: [NH2:1][C:2]1[C:7]([CH2:8][OH:9])=[CH:6][CH:5]=[CH:4][N:3]=1.[Br:10]Br. Product: [BrH:10].[NH2:1][C:2]1[C:7]([CH2:8][OH:9])=[CH:6][C:5]([Br:10])=[CH:4][N:3]=1. The catalyst class is: 52.